From a dataset of Forward reaction prediction with 1.9M reactions from USPTO patents (1976-2016). Predict the product of the given reaction. (1) Given the reactants C([C:3]1[C:4]([O:12][C:13]([F:16])([F:15])[F:14])=[C:5]([CH:9]=[CH:10][CH:11]=1)C(O)=O)#N.C1N=CN([C:22]([N:24]2[CH:28]=[N:27]C=C2)=[O:23])C=1.ON=C([C:33]1[CH:41]=[CH:40][C:39]2[NH:38][C:37]3[CH:42]([CH2:45][C:46]([O:48][CH2:49][CH3:50])=[O:47])[CH2:43][CH2:44][C:36]=3[C:35]=2[CH:34]=1)N.[C:51](#[N:53])C, predict the reaction product. The product is: [C:51]([C:9]1[CH:10]=[C:11]([C:22]2[O:23][N:27]=[C:28]([C:33]3[CH:41]=[CH:40][C:39]4[NH:38][C:37]5[CH:42]([CH2:45][C:46]([O:48][CH2:49][CH3:50])=[O:47])[CH2:43][CH2:44][C:36]=5[C:35]=4[CH:34]=3)[N:24]=2)[CH:3]=[C:4]([O:12][C:13]([F:14])([F:15])[F:16])[CH:5]=1)#[N:53]. (2) Given the reactants [CH2:1]([O:3][C:4]([C:6]1[N:7]=[C:8](Cl)[O:9][CH:10]=1)=[O:5])[CH3:2].CC1(C)C(C)(C)OB([C:20]2[O:24][C:23]([Si](C(C)C)(C(C)C)C(C)C)=[N:22][CH:21]=2)O1.C([O-])([O-])=O.[Na+].[Na+], predict the reaction product. The product is: [CH2:1]([O:3][C:4]([C:6]1[N:7]=[C:8]([C:20]2[O:24][CH:23]=[N:22][CH:21]=2)[O:9][CH:10]=1)=[O:5])[CH3:2].